From a dataset of Forward reaction prediction with 1.9M reactions from USPTO patents (1976-2016). Predict the product of the given reaction. (1) Given the reactants C1(N[C:7]2[C:12]([CH3:13])=[C:11]([CH3:14])[N:10]=[C:9]([NH:15][CH2:16][C:17]3[CH:22]=[CH:21][CH:20]=[CH:19][N:18]=3)[N:8]=2)CCCC1.[F:23][C:24]1[CH:25]=[C:26]([NH2:31])[CH:27]=[C:28]([F:30])[CH:29]=1, predict the reaction product. The product is: [F:23][C:24]1[CH:25]=[C:26]([NH:31][C:7]2[C:12]([CH3:13])=[C:11]([CH3:14])[N:10]=[C:9]([NH:15][CH2:16][C:17]3[CH:22]=[CH:21][CH:20]=[CH:19][N:18]=3)[N:8]=2)[CH:27]=[C:28]([F:30])[CH:29]=1. (2) Given the reactants [CH3:1][NH:2][CH2:3][CH2:4][C:5]1[CH:10]=[CH:9][CH:8]=[CH:7][C:6]=1[O:11]C.[BrH:13], predict the reaction product. The product is: [BrH:13].[CH3:1][NH:2][CH2:3][CH2:4][C:5]1[CH:10]=[CH:9][CH:8]=[CH:7][C:6]=1[OH:11]. (3) The product is: [N+:28]([C:17]1[CH:16]=[CH:15][C:9]([NH:10][S:11]([CH3:14])(=[O:12])=[O:13])=[C:8]([O:7][C:6]2[CH:19]=[CH:20][C:3]([O:2][CH3:1])=[CH:4][CH:5]=2)[CH:18]=1)([O-:30])=[O:29]. Given the reactants [CH3:1][O:2][C:3]1[CH:20]=[CH:19][C:6]([O:7][C:8]2[CH:18]=[CH:17][CH:16]=[CH:15][C:9]=2[NH:10][S:11]([CH3:14])(=[O:13])=[O:12])=[CH:5][CH:4]=1.C(OC(=O)C)(=O)C.[N+:28]([O-])([OH:30])=[O:29], predict the reaction product.